Dataset: Reaction yield outcomes from USPTO patents with 853,638 reactions. Task: Predict the reaction yield, written as a fraction of the theoretical maximum amount of product (1.0 means a 100% yield; for example, 0.34 means a 34% yield). The reactants are [CH2:1]([N:3]([C:12](=[NH:15])SC)[NH:4][C:5]([O:7][C:8]([CH3:11])([CH3:10])[CH3:9])=[O:6])[CH3:2].C([N:19]([CH:22](C)C)CC)(C)C.O.C[N:27](C)C=O. No catalyst specified. The product is [CH2:1]([N:3]([C:12]1[NH:15][N:19]=[CH:22][N:27]=1)[NH:4][C:5]([O:7][C:8]([CH3:11])([CH3:10])[CH3:9])=[O:6])[CH3:2]. The yield is 0.120.